From a dataset of Reaction yield outcomes from USPTO patents with 853,638 reactions. Predict the reaction yield, written as a fraction of the theoretical maximum amount of product (1.0 means a 100% yield; for example, 0.34 means a 34% yield). The reactants are C(C1ON=C(NC(NC2C=CC=C(OC3C4C(=CC(O)=C(OC)C=4)N=CN=3)C=2)=O)C=1)(C)(C)C.O[C@H]1CCN(C(OC(C)(C)C)=O)C1.[C:47]([C:51]1[O:55][N:54]=[C:53]([NH:56][C:57](=[O:91])[NH:58][C:59]2[CH:60]=[C:61]([CH:88]=[CH:89][CH:90]=2)[O:62][C:63]2[C:72]3[C:67](=[CH:68][C:69]([O:75][C@H:76]4[CH2:80][CH2:79][N:78]([C:81]([O:83][C:84]([CH3:87])([CH3:86])[CH3:85])=[O:82])[CH2:77]4)=[C:70]([O:73][CH3:74])[CH:71]=3)[N:66]=[CH:65][N:64]=2)[CH:52]=1)([CH3:50])([CH3:49])[CH3:48]. No catalyst specified. The product is [C:47]([C:51]1[O:55][N:54]=[C:53]([NH:56][C:57](=[O:91])[NH:58][C:59]2[CH:60]=[C:61]([CH:88]=[CH:89][CH:90]=2)[O:62][C:63]2[C:72]3[C:67](=[CH:68][C:69]([O:75][C@@H:76]4[CH2:80][CH2:79][N:78]([C:81]([O:83][C:84]([CH3:86])([CH3:85])[CH3:87])=[O:82])[CH2:77]4)=[C:70]([O:73][CH3:74])[CH:71]=3)[N:66]=[CH:65][N:64]=2)[CH:52]=1)([CH3:48])([CH3:49])[CH3:50]. The yield is 0.230.